Dataset: Full USPTO retrosynthesis dataset with 1.9M reactions from patents (1976-2016). Task: Predict the reactants needed to synthesize the given product. (1) Given the product [Br:12][C:10]1[CH:11]=[C:4]2[C:5]([CH:6]=[C:14]([CH3:15])[CH:13]=[N:3]2)=[CH:8][CH:9]=1, predict the reactants needed to synthesize it. The reactants are: [OH-].[K+].[NH2:3][C:4]1[CH:11]=[C:10]([Br:12])[CH:9]=[CH:8][C:5]=1[CH:6]=O.[CH:13](=O)[CH2:14][CH3:15]. (2) The reactants are: [CH3:1][O:2][C:3]1[CH:4]=[N:5][C:6]([N:11]2[C:20](=[O:21])[C:19]3[C:14](=[CH:15][C:16]([C:22]([OH:24])=O)=[CH:17][CH:18]=3)[NH:13][C:12]2=[S:25])=[N:7][C:8]=1[O:9][CH3:10].CN(C(ON1N=NC2C=CC=NC1=2)=[N+](C)C)C.F[P-](F)(F)(F)(F)F.CCN(C(C)C)C(C)C.[NH2:59][C:60]1[CH:73]=[CH:72][C:63]([C:64]([C:66]2[CH:71]=[CH:70][CH:69]=[CH:68][CH:67]=2)=[O:65])=[CH:62][CH:61]=1. Given the product [C:64]([C:63]1[CH:62]=[CH:61][C:60]([NH:59][C:22]([C:16]2[CH:15]=[C:14]3[C:19]([C:20](=[O:21])[N:11]([C:6]4[N:7]=[C:8]([O:9][CH3:10])[C:3]([O:2][CH3:1])=[CH:4][N:5]=4)[C:12](=[S:25])[NH:13]3)=[CH:18][CH:17]=2)=[O:24])=[CH:73][CH:72]=1)(=[O:65])[C:66]1[CH:67]=[CH:68][CH:69]=[CH:70][CH:71]=1, predict the reactants needed to synthesize it.